Task: Binary Classification. Given a miRNA mature sequence and a target amino acid sequence, predict their likelihood of interaction.. Dataset: Experimentally validated miRNA-target interactions with 360,000+ pairs, plus equal number of negative samples (1) The miRNA is mmu-miR-1b-5p with sequence UACAUACUUCUUUACAUUCCA. The protein sequence of the target gene is MAGEQKPSSNLLEQFILLAKGTSGSALTTLISQVLEAPGVYVFGELLELANVQELAEGANAAYLQLLNLFAYGTYPDYIANKESLPELSVAQQNKLKHLTIVSLASRMKCIPYSVLLKDLEMRNLRELEDLIIEAVYTDIIQGKLDQRNQLLEVDFCIGRDIRKKDINNIVKTLHEWCDGCEAVLLGIEQQVLRANQYKENHHRTQQQVEAEVSNIKKTLKATASSSAQEMEQQLAERECPPHTEQRQPTKKMSKVKGLVSSRH. Result: 0 (no interaction). (2) The miRNA is mmu-miR-7a-2-3p with sequence CAACAAGUCCCAGUCUGCCACA. The protein sequence of the target gene is MDNGDWGYMMTDPVTLNVGGHLYTTSLTTLTRYPDSMLGAMFGGDFPTARDPQGNYFIDRDGPLFRYVLNFLRTSELTLPLDFKEFDLLRKEADFYQIEPLIQCLNDPKPLYPMDTFEEVVELSSTRKLSKYSNPVAVIITQLTITTKVHSLLEGISNYFTKWNKHMMDTRDCQVSFTFGPCDYHQEVSLRVHLMEYITKQGFTIRNTRVHHMSERANENTVEHNWTFCRLARKTDD. Result: 0 (no interaction).